From a dataset of Forward reaction prediction with 1.9M reactions from USPTO patents (1976-2016). Predict the product of the given reaction. (1) Given the reactants Cl[C:2]1[C:3]2[S:10][C:9]([C:11]([NH2:13])=[O:12])=[CH:8][C:4]=2[N:5]=[CH:6][N:7]=1.[NH:14]1[CH2:19][CH2:18][CH2:17][CH2:16][CH2:15]1, predict the reaction product. The product is: [N:14]1([C:2]2[C:3]3[S:10][C:9]([C:11]([NH2:13])=[O:12])=[CH:8][C:4]=3[N:5]=[CH:6][N:7]=2)[CH2:19][CH2:18][CH2:17][CH2:16][CH2:15]1. (2) Given the reactants C([O:3][C:4]([C:6]1[CH:7]=[N:8][N:9]([C:11]2[NH:15][C:14]3[CH:16]=[C:17]([Cl:28])[C:18]([S:20][C:21]4[CH:22]=[C:23]([CH3:27])[CH:24]=[CH:25][CH:26]=4)=[CH:19][C:13]=3[N:12]=2)[CH:10]=1)=[O:5])C.C1COCC1.O[Li].O, predict the reaction product. The product is: [Cl:28][C:17]1[C:18]([S:20][C:21]2[CH:22]=[C:23]([CH3:27])[CH:24]=[CH:25][CH:26]=2)=[CH:19][C:13]2[N:12]=[C:11]([N:9]3[CH:10]=[C:6]([C:4]([OH:5])=[O:3])[CH:7]=[N:8]3)[NH:15][C:14]=2[CH:16]=1.